This data is from Catalyst prediction with 721,799 reactions and 888 catalyst types from USPTO. The task is: Predict which catalyst facilitates the given reaction. (1) Reactant: F[C:2]1[C:3]([C:8]2[NH:17][C:16](=[O:18])[C:15]3[C:10](=[CH:11][C:12]([O:21][CH3:22])=[CH:13][C:14]=3[O:19][CH3:20])[N:9]=2)=[N:4][CH:5]=[CH:6][CH:7]=1.[CH2:23]([N:30]1[CH2:35][CH2:34][CH:33]([NH2:36])[CH2:32][CH2:31]1)[C:24]1[CH:29]=[CH:28][CH:27]=[CH:26][CH:25]=1.C[Si]([N-][Si](C)(C)C)(C)C.[Li+]. Product: [CH2:23]([N:30]1[CH2:35][CH2:34][CH:33]([NH:36][C:2]2[C:3]([C:8]3[NH:17][C:16](=[O:18])[C:15]4[C:10](=[CH:11][C:12]([O:21][CH3:22])=[CH:13][C:14]=4[O:19][CH3:20])[N:9]=3)=[N:4][CH:5]=[CH:6][CH:7]=2)[CH2:32][CH2:31]1)[C:24]1[CH:25]=[CH:26][CH:27]=[CH:28][CH:29]=1. The catalyst class is: 1. (2) Reactant: [CH:1]1([CH2:5][C:6]2[N:7]=[C:8]([CH:11]=[N:12][OH:13])[S:9][CH:10]=2)[CH2:4][CH2:3][CH2:2]1.[CH3:14][C:15]([CH3:23])([CH2:20][C:21]#[CH:22])[C:16]([O:18][CH3:19])=[O:17].Cl[O-].[Na+]. Product: [CH:1]1([CH2:5][C:6]2[N:7]=[C:8]([C:11]3[CH:22]=[C:21]([CH2:20][C:15]([CH3:23])([CH3:14])[C:16]([O:18][CH3:19])=[O:17])[O:13][N:12]=3)[S:9][CH:10]=2)[CH2:2][CH2:3][CH2:4]1. The catalyst class is: 2. (3) Product: [Br:14][CH2:2][CH:3]1[CH2:12][CH2:11][C:10]2[C:5](=[CH:6][CH:7]=[CH:8][CH:9]=2)[CH2:4]1. Reactant: O[CH2:2][CH:3]1[CH2:12][CH2:11][C:10]2[C:5](=[CH:6][CH:7]=[CH:8][CH:9]=2)[CH2:4]1.P(Br)(Br)[Br:14]. The catalyst class is: 2. (4) Reactant: Br[C:2]1[S:27][C:5]2[N:6]=[CH:7][N:8]=[C:9]([NH:10][C:11]3[CH:16]=[CH:15][C:14]([O:17][CH2:18][C:19]4[CH:24]=[CH:23][CH:22]=[C:21]([F:25])[CH:20]=4)=[C:13]([Cl:26])[CH:12]=3)[C:4]=2[CH:3]=1.Cl.[N:29]1[CH:34]=[CH:33][C:32]([CH2:35][C:36]([OH:38])=O)=[CH:31][CH:30]=1.C([N:41]([CH2:44][CH3:45])CC)C.[CH2:46](OP(C#N)(=O)OCC)C.C(=O)(O)[O-].[Na+]. Product: [Cl:26][C:13]1[CH:12]=[C:11]([NH:10][C:9]2[C:4]3[CH:3]=[C:2]([C:46]#[C:45][CH2:44][NH:41][C:36](=[O:38])[CH2:35][C:32]4[CH:31]=[CH:30][N:29]=[CH:34][CH:33]=4)[S:27][C:5]=3[N:6]=[CH:7][N:8]=2)[CH:16]=[CH:15][C:14]=1[O:17][CH2:18][C:19]1[CH:24]=[CH:23][CH:22]=[C:21]([F:25])[CH:20]=1. The catalyst class is: 35. (5) Reactant: [ClH:1].[N:2]12[CH2:9][CH2:8][CH:5]([CH2:6][CH2:7]1)[C@H:4]([N:10]1[CH:19]=[C:18]3[CH2:20][CH2:21][CH2:22][C:16]4[C:17]3=[C:12]([CH:13]=[CH:14][CH:15]=4)[C:11]1=[O:23])[CH2:3]2. Product: [CH:14]1[CH:13]=[C:12]2[C:11]([N:10]([C@H:4]3[CH:5]4[CH2:8][CH2:9][N:2]([CH2:7][CH2:6]4)[CH2:3]3)[CH2:19][C@H:18]3[CH2:20][CH2:21][CH2:22][C:16](=[C:17]23)[CH:15]=1)=[O:23].[ClH:1]. The catalyst class is: 43. (6) Reactant: [F:1][C:2]1[C:7]([O:8][CH3:9])=[CH:6][C:5]([CH3:10])=[CH:4][C:3]=1[SH:11].CN(C=O)C.C([O-])([O-])=O.[K+].[K+].Cl[CH2:24][C:25](=[O:31])[CH2:26][C:27]([O:29][CH3:30])=[O:28]. Product: [F:1][C:2]1[C:7]([O:8][CH3:9])=[CH:6][C:5]([CH3:10])=[CH:4][C:3]=1[S:11][CH2:24][C:25](=[O:31])[CH2:26][C:27]([O:29][CH3:30])=[O:28]. The catalyst class is: 6. (7) Reactant: [CH3:1][CH:2]1[CH2:6][CH2:5][CH2:4][N:3]1[CH2:7][CH:8]1[CH2:13][CH2:12][N:11]([C:14](=[C:17]([C:20]#[N:21])[C:18]#[N:19])SC)[CH2:10][CH2:9]1.[NH2:22][CH2:23][CH2:24][CH2:25][N:26]1[CH2:30][CH2:29][CH2:28][CH:27]1[CH3:31]. Product: [CH3:1][CH:2]1[CH2:6][CH2:5][CH2:4][N:3]1[CH2:7][CH:8]1[CH2:13][CH2:12][N:11]([C:14](=[C:17]([C:20]#[N:21])[C:18]#[N:19])[NH:22][CH2:23][CH2:24][CH2:25][N:26]2[CH2:30][CH2:29][CH2:28][CH:27]2[CH3:31])[CH2:10][CH2:9]1. The catalyst class is: 823.